This data is from Peptide-MHC class I binding affinity with 185,985 pairs from IEDB/IMGT. The task is: Regression. Given a peptide amino acid sequence and an MHC pseudo amino acid sequence, predict their binding affinity value. This is MHC class I binding data. (1) The peptide sequence is FNRDKTEAI. The MHC is H-2-Db with pseudo-sequence H-2-Db. The binding affinity (normalized) is 0. (2) The peptide sequence is VKKLWGHLP. The MHC is HLA-B35:01 with pseudo-sequence HLA-B35:01. The binding affinity (normalized) is 0.0847.